Dataset: Forward reaction prediction with 1.9M reactions from USPTO patents (1976-2016). Task: Predict the product of the given reaction. (1) Given the reactants [CH3:1][O:2][C:3]1[CH:4]=[C:5]([C@H:9]([NH2:11])[CH3:10])[CH:6]=[CH:7][CH:8]=1.[CH:12]1[N:17]=[C:16](Cl)[C:15]2[N:19]=[CH:20][N:21]([C@@H:22]3[O:26][C@H:25]([CH2:27][OH:28])[C@@H:24]([OH:29])[C@H:23]3[OH:30])[C:14]=2[N:13]=1, predict the reaction product. The product is: [CH3:1][O:2][C:3]1[CH:4]=[C:5]([C@H:9]([NH:11][C:16]2[C:15]3[N:19]=[CH:20][N:21]([C:14]=3[N:13]=[CH:12][N:17]=2)[C@@H:22]2[O:26][C@H:25]([CH2:27][OH:28])[C@@H:24]([OH:29])[C@H:23]2[OH:30])[CH3:10])[CH:6]=[CH:7][CH:8]=1. (2) Given the reactants [OH:1][C:2]1[CH:3]=[CH:4][C:5]([NH:12][S:13]([C:16]2[CH:21]=[CH:20][C:19]([CH3:22])=[CH:18][CH:17]=2)(=[O:15])=[O:14])=[C:6]([CH:11]=1)[C:7]([O:9][CH3:10])=[O:8].F[C:24]1[CH:33]=[CH:32][C:27]([C:28]([O:30][CH3:31])=[O:29])=[C:26]([N+:34]([O-:36])=[O:35])[CH:25]=1.C(=O)([O-])[O-].[K+].[K+], predict the reaction product. The product is: [N+:34]([C:26]1[CH:25]=[CH:24][C:33]([O:1][C:2]2[CH:3]=[CH:4][C:5]([NH:12][S:13]([C:16]3[CH:21]=[CH:20][C:19]([CH3:22])=[CH:18][CH:17]=3)(=[O:15])=[O:14])=[C:6]([CH:11]=2)[C:7]([O:9][CH3:10])=[O:8])=[CH:32][C:27]=1[C:28]([O:30][CH3:31])=[O:29])([O-:36])=[O:35]. (3) Given the reactants [F:1][C:2]1[CH:7]=[C:6]([F:8])[CH:5]=[CH:4][C:3]=1I.C1(P(C2C=CC=CC=2)C2C=CC=CC=2)C=CC=CC=1.[CH2:29]([OH:32])[C:30]#[CH:31].C(N(C(C)C)CC)(C)C, predict the reaction product. The product is: [F:1][C:2]1[CH:7]=[C:6]([F:8])[CH:5]=[CH:4][C:3]=1[C:31]#[C:30][CH2:29][OH:32]. (4) The product is: [CH2:10]([C:17]1[N:22]=[CH:21][C:20]([CH2:23][C:24]2[CH:2]=[C:1]([C:3]3[C:4]([NH2:9])=[N:5][CH:6]=[CH:7][CH:8]=3)[O:26][N:25]=2)=[CH:19][CH:18]=1)[C:11]1[CH:12]=[CH:13][CH:14]=[CH:15][CH:16]=1. Given the reactants [C:1]([C:3]1[C:4]([NH2:9])=[N:5][CH:6]=[CH:7][CH:8]=1)#[CH:2].[CH2:10]([C:17]1[N:22]=[CH:21][C:20]([CH2:23][C:24](Cl)=[N:25][OH:26])=[CH:19][CH:18]=1)[C:11]1[CH:16]=[CH:15][CH:14]=[CH:13][CH:12]=1.C(N(CC)CC)C, predict the reaction product. (5) Given the reactants [C:1]([NH:8][C@H:9]([C:13]([OH:15])=O)[CH:10]([CH3:12])[CH3:11])([O:3][C:4]([CH3:7])([CH3:6])[CH3:5])=[O:2].Cl.[NH2:17][CH2:18][CH2:19][C:20]1[CH:25]=[CH:24][C:23]([OH:26])=[C:22]([O:27][CH3:28])[CH:21]=1.C(N(CC)C(C)C)C.F[P-](F)(F)(F)(F)F.N1(O[P+](N(C)C)(N(C)C)N(C)C)C2C=CC=CC=2N=N1, predict the reaction product. The product is: [C:4]([O:3][C:1](=[O:2])[NH:8][C@H:9]([C:13](=[O:15])[NH:17][CH2:18][CH2:19][C:20]1[CH:25]=[CH:24][C:23]([OH:26])=[C:22]([O:27][CH3:28])[CH:21]=1)[CH:10]([CH3:11])[CH3:12])([CH3:5])([CH3:6])[CH3:7]. (6) The product is: [C:76]([OH:77])([C:15]([F:18])([F:17])[F:16])=[O:79].[CH3:19][O:20][C:21]1[CH:27]=[C:26]([N:28]2[CH2:29][CH2:30][O:31][CH2:32][CH2:33]2)[CH:25]=[CH:24][C:22]=1[NH:23][C:2]1[CH:7]=[C:6]([NH:8][C:9]2[CH:14]=[CH:13][CH:12]=[CH:11][N:10]=2)[C:5]([C:15]([F:18])([F:17])[F:16])=[CH:4][N:3]=1. Given the reactants Cl[C:2]1[CH:7]=[C:6]([NH:8][C:9]2[CH:14]=[CH:13][CH:12]=[CH:11][N:10]=2)[C:5]([C:15]([F:18])([F:17])[F:16])=[CH:4][N:3]=1.[CH3:19][O:20][C:21]1[CH:27]=[C:26]([N:28]2[CH2:33][CH2:32][O:31][CH2:30][CH2:29]2)[CH:25]=[CH:24][C:22]=1[NH2:23].CC1(C)C2C(=C(P(C3C=CC=CC=3)C3C=CC=CC=3)C=CC=2)OC2C(P(C3C=CC=CC=3)C3C=CC=CC=3)=CC=CC1=2.[C:76](=[O:79])([O-])[O-:77].[Cs+].[Cs+], predict the reaction product. (7) Given the reactants [CH2:1]([O:8][CH2:9][C:10]([CH:12]1[CH2:16][CH2:15][N:14]([CH2:17][C:18]2[CH:23]=[CH:22][CH:21]=[CH:20][CH:19]=2)[CH2:13]1)=[O:11])[C:2]1[CH:7]=[CH:6][CH:5]=[CH:4][CH:3]=1.C[Si](C)(C)[C:26]([F:29])([F:28])[F:27].[F-].[Cs+].[F-].C([N+](CCCC)(CCCC)CCCC)CCC, predict the reaction product. The product is: [CH2:1]([O:8][CH2:9][C:10]([CH:12]1[CH2:16][CH2:15][N:14]([CH2:17][C:18]2[CH:23]=[CH:22][CH:21]=[CH:20][CH:19]=2)[CH2:13]1)([OH:11])[C:26]([F:29])([F:28])[F:27])[C:2]1[CH:3]=[CH:4][CH:5]=[CH:6][CH:7]=1. (8) Given the reactants Br[C:2]1[C:3]([CH3:22])=[C:4]([CH3:21])[C:5]2[O:9][C:8]([CH3:11])([CH3:10])[CH:7]([C:12]3[CH:17]=[CH:16][C:15]([CH3:18])=[CH:14][CH:13]=3)[C:6]=2[C:19]=1[CH3:20].[C:23]1([C@H:29]([NH2:31])[CH3:30])[CH:28]=[CH:27][CH:26]=[CH:25][CH:24]=1.[Na].Cl, predict the reaction product. The product is: [C:23]1([C@H:29]([NH:31][C:2]2[C:3]([CH3:22])=[C:4]([CH3:21])[C:5]3[O:9][C:8]([CH3:11])([CH3:10])[CH:7]([C:12]4[CH:17]=[CH:16][C:15]([CH3:18])=[CH:14][CH:13]=4)[C:6]=3[C:19]=2[CH3:20])[CH3:30])[CH:28]=[CH:27][CH:26]=[CH:25][CH:24]=1. (9) Given the reactants I[C:2]1[C:3]([C:9]([O:11][CH3:12])=[O:10])=[N:4][C:5]([CH3:8])=[CH:6][CH:7]=1.[NH:13]1[CH:17]=[CH:16][N:15]=[N:14]1.CN[C@@H]1CCCC[C@H]1NC.C([O-])([O-])=O.[Cs+].[Cs+].C(=O)([O-])[O-], predict the reaction product. The product is: [CH3:8][C:5]1[N:4]=[C:3]([C:9]([O:11][CH3:12])=[O:10])[C:2]([N:14]2[N:15]=[CH:16][CH:17]=[N:13]2)=[CH:7][CH:6]=1.